The task is: Predict the reactants needed to synthesize the given product.. This data is from Full USPTO retrosynthesis dataset with 1.9M reactions from patents (1976-2016). (1) Given the product [C:28]([C:30]1[CH:37]=[C:36]([F:38])[CH:35]=[CH:34][C:31]=1[CH2:32][O:1][C:2]1[N:3]=[C:4]([S:20][CH3:21])[N:5]([C:9]2[CH:10]=[C:11]([CH:16]=[CH:17][C:18]=2[CH3:19])[C:12]([O:14][CH3:15])=[O:13])[C:6](=[O:8])[CH:7]=1)#[N:29], predict the reactants needed to synthesize it. The reactants are: [OH:1][C:2]1[N:3]=[C:4]([S:20][CH3:21])[N:5]([C:9]2[CH:10]=[C:11]([CH:16]=[CH:17][C:18]=2[CH3:19])[C:12]([O:14][CH3:15])=[O:13])[C:6](=[O:8])[CH:7]=1.C(=O)([O-])[O-].[K+].[K+].[C:28]([C:30]1[CH:37]=[C:36]([F:38])[CH:35]=[CH:34][C:31]=1[CH2:32]Br)#[N:29]. (2) Given the product [C:1]([C:3]1[CH:4]=[CH:5][C:6]([CH2:9][C:10]([NH:12][CH:13]2[CH2:18][CH2:17][N:16]([CH:20]([CH3:23])[CH2:21][OH:22])[CH2:15][CH2:14]2)=[O:11])=[CH:7][CH:8]=1)#[N:2], predict the reactants needed to synthesize it. The reactants are: [C:1]([C:3]1[CH:8]=[CH:7][C:6]([CH2:9][C:10]([NH:12][CH:13]2[CH2:18][CH2:17][NH:16][CH2:15][CH2:14]2)=[O:11])=[CH:5][CH:4]=1)#[N:2].Cl[CH:20]([CH3:23])[CH2:21][OH:22].[I-].[Na+].CCN(C(C)C)C(C)C. (3) Given the product [NH2:1][C:2]1[C:3]([CH2:17][N:18]2[CH2:23][CH2:22][N:21]([C:24]([O:26][C:27]([CH3:28])([CH3:29])[CH3:30])=[O:25])[CH2:20][CH2:19]2)=[CH:4][C:5]([C:13]([F:15])([F:16])[F:14])=[CH:6][C:7]=1[C:8]([OH:10])=[O:9], predict the reactants needed to synthesize it. The reactants are: [NH2:1][C:2]1[C:7]([C:8]([O:10]CC)=[O:9])=[CH:6][C:5]([C:13]([F:16])([F:15])[F:14])=[CH:4][C:3]=1[CH2:17][N:18]1[CH2:23][CH2:22][N:21]([C:24]([O:26][C:27]([CH3:30])([CH3:29])[CH3:28])=[O:25])[CH2:20][CH2:19]1.NC1C(Br)=CC(C(F)(F)F)=CC=1C(O)=O. (4) Given the product [CH:1]1([N:4]([CH2:5][C:6]2[CH:11]=[CH:10][C:9]([C:12]#[C:13][C:24]3[CH:25]=[CH:26][C:21]([C:20]([O:19][CH2:17][CH3:18])=[O:28])=[CH:22][CH:23]=3)=[CH:8][C:7]=2[CH3:14])[CH2:15][CH3:16])[CH2:3][CH2:2]1, predict the reactants needed to synthesize it. The reactants are: [CH:1]1([N:4]([CH2:15][CH3:16])[CH2:5][C:6]2[CH:11]=[CH:10][C:9]([C:12]#[CH:13])=[CH:8][C:7]=2[CH3:14])[CH2:3][CH2:2]1.[CH2:17]([O:19][C:20](=[O:28])[C:21]1[CH:26]=[CH:25][C:24](I)=[CH:23][CH:22]=1)[CH3:18]. (5) The reactants are: [CH3:1][O:2][C:3]1[CH:28]=[C:27]([O:29][CH3:30])[CH:26]=[CH:25][C:4]=1[CH2:5][NH:6][C@@:7]([C@H:16]1[CH2:20][O:19][CH2:18][C@@H:17]1[S:21][CH2:22][C:23]#[N:24])([C:9]1[CH:14]=[CH:13][CH:12]=[CH:11][C:10]=1[F:15])[CH3:8].C(N(CC)CC)C.[F:38][C:39]([F:50])([F:49])[C:40](O[C:40](=[O:41])[C:39]([F:50])([F:49])[F:38])=[O:41]. Given the product [C:23]([CH2:22][S:21][C@H:17]1[CH2:18][O:19][CH2:20][C@@H:16]1[C@:7]([N:6]([CH2:5][C:4]1[CH:25]=[CH:26][C:27]([O:29][CH3:30])=[CH:28][C:3]=1[O:2][CH3:1])[C:40](=[O:41])[C:39]([F:50])([F:49])[F:38])([C:9]1[CH:14]=[CH:13][CH:12]=[CH:11][C:10]=1[F:15])[CH3:8])#[N:24], predict the reactants needed to synthesize it. (6) The reactants are: CC([N:5]([C@@H:9]([CH3:31])[C:10]([NH:12][C@@H:13]([CH2:27][CH:28]([CH3:30])[CH3:29])/[CH:14]=[CH:15]/[C:16]([N:18]1[CH2:26][C:25]2[C:20](=[CH:21][CH:22]=[CH:23][CH:24]=2)[CH2:19]1)=[O:17])=[O:11])C(=O)[O-])(C)C.[C:32]([OH:38])([C:34]([F:37])([F:36])[F:35])=[O:33]. Given the product [F:35][C:34]([F:37])([F:36])[C:32]([OH:38])=[O:33].[CH2:19]1[C:20]2[C:25](=[CH:24][CH:23]=[CH:22][CH:21]=2)[CH2:26][N:18]1[C:16](=[O:17])/[CH:15]=[CH:14]/[C@@H:13]([NH:12][C:10](=[O:11])[C@H:9]([CH3:31])[NH2:5])[CH2:27][CH:28]([CH3:30])[CH3:29], predict the reactants needed to synthesize it. (7) The reactants are: [OH:1][C:2]1[CH:7]=[CH:6][CH:5]=[CH:4][C:3]=1/[CH:8]=[CH:9]/[C:10]([C:12]1[CH:13]=[N:14][CH:15]=[CH:16][CH:17]=1)=O.O.[NH2:19][NH2:20]. Given the product [N:14]1[CH:15]=[CH:16][CH:17]=[C:12]([C:10]2[CH2:9][CH:8]([C:3]3[CH:4]=[CH:5][CH:6]=[CH:7][C:2]=3[OH:1])[NH:20][N:19]=2)[CH:13]=1, predict the reactants needed to synthesize it.